This data is from Forward reaction prediction with 1.9M reactions from USPTO patents (1976-2016). The task is: Predict the product of the given reaction. (1) Given the reactants [CH2:1]([O:8][C:9]1[CH:14]=[CH:13][CH:12]=[CH:11][C:10]=1[C:15]1[CH:20]=[CH:19][CH:18]=[CH:17][C:16]=1Br)[C:2]1[CH:7]=[CH:6][CH:5]=[CH:4][CH:3]=1.CC(C)=O.C(=O)=O.[B:29](OC(C)C)([O:34]C(C)C)[O:30]C(C)C.Cl, predict the reaction product. The product is: [CH2:1]([O:8][C:9]1[CH:14]=[CH:13][CH:12]=[CH:11][C:10]=1[C:15]1[C:16]([B:29]([OH:34])[OH:30])=[CH:17][CH:18]=[CH:19][CH:20]=1)[C:2]1[CH:7]=[CH:6][CH:5]=[CH:4][CH:3]=1. (2) Given the reactants [C:1]([O:5][C:6](=[O:35])[NH:7][C:8]1([C:12]2[CH:17]=[CH:16][C:15]([C:18]3[C:19]([C:29]4[CH:34]=[CH:33][CH:32]=[CH:31][CH:30]=4)=[CH:20][C:21]4[NH:26][C:25](=[O:27])[CH2:24][O:23][C:22]=4[N:28]=3)=[CH:14][CH:13]=2)[CH2:11][CH2:10][CH2:9]1)([CH3:4])([CH3:3])[CH3:2].C(=O)([O-])[O-].[K+].[K+].Cl[CH2:43][C:44]1([CH3:48])[CH2:47][O:46][CH2:45]1.C([O-])(O)=O.[Na+], predict the reaction product. The product is: [C:1]([O:5][C:6](=[O:35])[NH:7][C:8]1([C:12]2[CH:13]=[CH:14][C:15]([C:18]3[C:19]([C:29]4[CH:30]=[CH:31][CH:32]=[CH:33][CH:34]=4)=[CH:20][C:21]4[N:26]([CH2:43][C:44]5([CH3:48])[CH2:47][O:46][CH2:45]5)[C:25](=[O:27])[CH2:24][O:23][C:22]=4[N:28]=3)=[CH:16][CH:17]=2)[CH2:11][CH2:10][CH2:9]1)([CH3:4])([CH3:2])[CH3:3]. (3) The product is: [Br:1][C:2]1[CH:10]=[C:9]2[C:5]([C:6]([CH2:11][N:12]([CH3:20])[C:13](=[O:19])[O:14][C:15]([CH3:16])([CH3:17])[CH3:18])=[CH:7][N:8]2[S:31]([C:27]2[CH:28]=[CH:29][CH:30]=[C:25]([C:24]([F:23])([F:35])[F:36])[CH:26]=2)(=[O:33])=[O:32])=[CH:4][CH:3]=1. Given the reactants [Br:1][C:2]1[CH:10]=[C:9]2[C:5]([C:6]([CH2:11][N:12]([CH3:20])[C:13](=[O:19])[O:14][C:15]([CH3:18])([CH3:17])[CH3:16])=[CH:7][NH:8]2)=[CH:4][CH:3]=1.[H-].[Na+].[F:23][C:24]([F:36])([F:35])[C:25]1[CH:26]=[C:27]([S:31](Cl)(=[O:33])=[O:32])[CH:28]=[CH:29][CH:30]=1.[Cl-].[NH4+], predict the reaction product. (4) Given the reactants [BrH:1].[CH:2]1([N:5]([C:13]2[N:18]3[N:19]=[CH:20][C:21]([CH:22]=[O:23])=[C:17]3[N:16]=[C:15]([C:24]3[CH:28]=[C:27]([CH2:29]O)[S:26][CH:25]=3)[CH:14]=2)C(=O)OC(C)(C)C)[CH2:4][CH2:3]1, predict the reaction product. The product is: [Br:1][CH2:29][C:27]1[S:26][CH:25]=[C:24]([C:15]2[CH:14]=[C:13]([NH:5][CH:2]3[CH2:4][CH2:3]3)[N:18]3[N:19]=[CH:20][C:21]([CH:22]=[O:23])=[C:17]3[N:16]=2)[CH:28]=1. (5) Given the reactants [F:1][C:2]([F:37])([F:36])[C:3]1[CH:4]=[C:5]([CH:29]=[C:30]([C:32]([F:35])([F:34])[F:33])[CH:31]=1)[CH2:6][NH:7][CH:8]1[CH2:14][CH2:13][CH2:12][N:11]([S:15]([C:18]2[CH:23]=[CH:22][C:21]([CH3:24])=[CH:20][CH:19]=2)(=[O:17])=[O:16])[C:10]2[CH:25]=[CH:26][CH:27]=[CH:28][C:9]1=2.N1C=CC=CC=1.[C:44](OC(=O)C)(=[O:46])[CH3:45].[OH-].[Na+], predict the reaction product. The product is: [F:37][C:2]([F:1])([F:36])[C:3]1[CH:4]=[C:5]([CH:29]=[C:30]([C:32]([F:33])([F:34])[F:35])[CH:31]=1)[CH2:6][N:7]([CH:8]1[CH2:14][CH2:13][CH2:12][N:11]([S:15]([C:18]2[CH:23]=[CH:22][C:21]([CH3:24])=[CH:20][CH:19]=2)(=[O:16])=[O:17])[C:10]2[CH:25]=[CH:26][CH:27]=[CH:28][C:9]1=2)[C:44](=[O:46])[CH3:45]. (6) Given the reactants [CH2:1]([O:3][C:4]1[CH:9]=[CH:8][C:7]([S:10]([N:13]2[CH2:18][CH2:17][N:16]([CH2:19][CH2:20][OH:21])[CH2:15][CH2:14]2)(=[O:12])=[O:11])=[CH:6][C:5]=1[C:22]1[NH:27][C:26](=[O:28])[C:25]2=[C:29]([CH3:35])[N:30]=[C:31]([CH2:32][CH2:33][CH3:34])[N:24]2[N:23]=1)[CH3:2].[ClH:36], predict the reaction product. The product is: [ClH:36].[CH2:1]([O:3][C:4]1[CH:9]=[CH:8][C:7]([S:10]([N:13]2[CH2:18][CH2:17][N:16]([CH2:19][CH2:20][OH:21])[CH2:15][CH2:14]2)(=[O:12])=[O:11])=[CH:6][C:5]=1[C:22]1[NH:27][C:26](=[O:28])[C:25]2=[C:29]([CH3:35])[N:30]=[C:31]([CH2:32][CH2:33][CH3:34])[N:24]2[N:23]=1)[CH3:2]. (7) Given the reactants Cl[C:2]1[N:7]=[C:6]([N:8]2[CH2:14][CH:13]3[O:15][CH:10]([CH2:11][CH2:12]3)[CH2:9]2)[CH:5]=[C:4]([Cl:16])[N:3]=1.[OH-:17].[Na+].Cl, predict the reaction product. The product is: [CH:10]12[O:15][CH:13]([CH2:12][CH2:11]1)[CH2:14][N:8]([C:6]1[CH:5]=[C:4]([Cl:16])[N:3]=[C:2]([OH:17])[N:7]=1)[CH2:9]2. (8) Given the reactants [NH2:1][C:2]1[C:3]([SH:12])=[N:4][CH:5]=[C:6]([CH:11]=1)[C:7]([O:9][CH3:10])=[O:8].[H-].[Na+].Cl[C:16]1[C:21](Cl)=[N:20][CH:19]=[CH:18][N:17]=1.C(OCC)(=O)C, predict the reaction product. The product is: [N:17]1[C:18]2[NH:1][C:2]3[CH:11]=[C:6]([C:7]([O:9][CH3:10])=[O:8])[CH:5]=[N:4][C:3]=3[S:12][C:19]=2[N:20]=[CH:21][CH:16]=1.